Task: Predict the reactants needed to synthesize the given product.. Dataset: Full USPTO retrosynthesis dataset with 1.9M reactions from patents (1976-2016) Given the product [C:5]([N:4]1[C:8]2=[CH:9][CH:10]=[C:11]3[C:16]([N:15]=[C:14]([CH:20]([CH3:22])[CH3:21])[N:13]([C:23]4[CH:28]=[CH:27][C:26]([Cl:29])=[CH:25][CH:24]=4)[C:12]3=[O:30])=[C:17]2[CH:3]=[CH:2][CH2:1]1)(=[O:7])[CH3:6], predict the reactants needed to synthesize it. The reactants are: [CH2:1]([N:4]([C:8]1[C:17](C=C)=[C:16]2[C:11]([C:12](=[O:30])[N:13]([C:23]3[CH:28]=[CH:27][C:26]([Cl:29])=[CH:25][CH:24]=3)[C:14]([CH:20]([CH3:22])[CH3:21])=[N:15]2)=[CH:10][CH:9]=1)[C:5](=[O:7])[CH3:6])[CH:2]=[CH2:3].